Predict the product of the given reaction. From a dataset of Forward reaction prediction with 1.9M reactions from USPTO patents (1976-2016). (1) Given the reactants [CH2:1]([C@@H:3]1[CH2:7][C@H:6]([OH:8])[CH2:5][C@@H:4]1[C:9]([N:11]([C:13]1[N:14]=[C:15]2[CH:21]=[CH:20][N:19]([S:22]([C:25]3[CH:31]=[CH:30][C:28]([CH3:29])=[CH:27][CH:26]=3)(=[O:24])=[O:23])[C:16]2=[N:17][CH:18]=1)[NH2:12])=[O:10])[CH3:2].[CH3:32][C:33]([Si:36](Cl)([CH3:38])[CH3:37])([CH3:35])[CH3:34].N1C=CN=C1, predict the reaction product. The product is: [Si:36]([O:8][CH:6]1[CH2:5][CH:4]([C:9]([N:11]([C:13]2[N:14]=[C:15]3[CH:21]=[CH:20][N:19]([S:22]([C:25]4[CH:26]=[CH:27][C:28]([CH3:29])=[CH:30][CH:31]=4)(=[O:24])=[O:23])[C:16]3=[N:17][CH:18]=2)[NH2:12])=[O:10])[CH:3]([CH2:1][CH3:2])[CH2:7]1)([C:33]([CH3:35])([CH3:34])[CH3:32])([CH3:38])[CH3:37]. (2) Given the reactants [Cl:1][C:2]1[CH:3]=[C:4]2[C:9](=[CH:10][C:11]=1[O:12][C:13]1[CH:18]=[CH:17][C:16]([C:19](=[O:33])[NH:20][CH:21]3[CH2:26][CH2:25][CH2:24][CH:23]([C:27]4[CH:32]=[CH:31][CH:30]=[CH:29][CH:28]=4)[CH2:22]3)=[CH:15][CH:14]=1)[O:8][CH2:7][CH2:6][CH:5]2[C:34]([O:36]CC)=[O:35].[OH-].[Na+], predict the reaction product. The product is: [Cl:1][C:2]1[CH:3]=[C:4]2[C:9](=[CH:10][C:11]=1[O:12][C:13]1[CH:14]=[CH:15][C:16]([C:19](=[O:33])[NH:20][CH:21]3[CH2:26][CH2:25][CH2:24][CH:23]([C:27]4[CH:32]=[CH:31][CH:30]=[CH:29][CH:28]=4)[CH2:22]3)=[CH:17][CH:18]=1)[O:8][CH2:7][CH2:6][CH:5]2[C:34]([OH:36])=[O:35].